This data is from Full USPTO retrosynthesis dataset with 1.9M reactions from patents (1976-2016). The task is: Predict the reactants needed to synthesize the given product. Given the product [C:42]([C:41]1[CH:45]=[C:46]([CH:47]=[CH:48][C:40]=1[O:14][CH:15]([CH3:17])[CH3:18])[C:52]([O:54][CH3:55])=[O:53])#[N:43], predict the reactants needed to synthesize it. The reactants are: BrC1C=CC(C[C@H](NC(=O)[O:14][C:15]([CH3:18])([CH3:17])C)CO)=CC=1.C1(P(C2C=CC=CC=2)C2C=CC=CC=2)C=CC=CC=1.C1(=O)[NH:43][C:42](=O)[C:41]2=[CH:45][CH:46]=[CH:47][CH:48]=[C:40]12.N([C:52]([O:54][CH:55](C)C)=[O:53])=N[C:52]([O:54][CH:55](C)C)=[O:53].